From a dataset of Reaction yield outcomes from USPTO patents with 853,638 reactions. Predict the reaction yield, written as a fraction of the theoretical maximum amount of product (1.0 means a 100% yield; for example, 0.34 means a 34% yield). (1) The reactants are I[C:2]1[CH:7]=[CH:6][C:5]([C:8](=[C:16]2[CH2:21][C:20]([CH3:23])([CH3:22])[CH2:19][C:18]([CH3:25])([CH3:24])[CH2:17]2)[C:9]2[CH:14]=[CH:13][C:12]([OH:15])=[CH:11][CH:10]=2)=[CH:4][CH:3]=1.C(N(CC)C(C)C)(C)C.[CH3:35][Si:36]([C:39]#[CH:40])([CH3:38])[CH3:37].[NH4+].[Cl-]. The catalyst is CN(C=O)C.Cl[Pd](Cl)([P](C1C=CC=CC=1)(C1C=CC=CC=1)C1C=CC=CC=1)[P](C1C=CC=CC=1)(C1C=CC=CC=1)C1C=CC=CC=1.[Cu]I.O. The product is [CH3:22][C:20]1([CH3:23])[CH2:19][C:18]([CH3:24])([CH3:25])[CH2:17][C:16](=[C:8]([C:5]2[CH:4]=[CH:3][C:2]([C:40]#[C:39][Si:36]([CH3:38])([CH3:37])[CH3:35])=[CH:7][CH:6]=2)[C:9]2[CH:14]=[CH:13][C:12]([OH:15])=[CH:11][CH:10]=2)[CH2:21]1. The yield is 0.640. (2) The reactants are [Br:1][C:2]1[C:3]([N:17]2[CH2:21][CH2:20][C@@H:19]([NH:22]C(=O)OC(C)(C)C)[CH2:18]2)=[C:4]2[C:10]([NH:11][C:12](=[O:16])[C@@H:13]([OH:15])[CH3:14])=[CH:9][NH:8][C:5]2=[N:6][CH:7]=1.C(O)(C(F)(F)F)=O.C(Cl)[Cl:38]. No catalyst specified. The product is [ClH:38].[NH2:22][C@@H:19]1[CH2:20][CH2:21][N:17]([C:3]2[C:2]([Br:1])=[CH:7][N:6]=[C:5]3[NH:8][CH:9]=[C:10]([NH:11][C:12](=[O:16])[C@@H:13]([OH:15])[CH3:14])[C:4]=23)[CH2:18]1. The yield is 0.580. (3) The catalyst is CC#N. The product is [CH3:11][S:10][C:8]1[S:9][C:5]2[CH:4]=[CH:3][C:2]([NH:1][C:13](=[O:14])[C:15]([F:18])([F:17])[F:16])=[CH:12][C:6]=2[N:7]=1. The reactants are [NH2:1][C:2]1[CH:3]=[CH:4][C:5]2[S:9][C:8]([S:10][CH3:11])=[N:7][C:6]=2[CH:12]=1.[C:13](O[C:13]([C:15]([F:18])([F:17])[F:16])=[O:14])([C:15]([F:18])([F:17])[F:16])=[O:14]. The yield is 0.670. (4) The reactants are [F:1][C:2]1[C:3]([CH3:9])=[CH:4][C:5]([NH2:8])=[N:6][CH:7]=1.[C:10](O[C:10]([O:12][C:13]([CH3:16])([CH3:15])[CH3:14])=[O:11])([O:12][C:13]([CH3:16])([CH3:15])[CH3:14])=[O:11]. The catalyst is C(O)(C)(C)C.O1CCCC1. The product is [F:1][C:2]1[C:3]([CH3:9])=[CH:4][C:5]([NH:8][C:10](=[O:11])[O:12][C:13]([CH3:16])([CH3:15])[CH3:14])=[N:6][CH:7]=1. The yield is 0.660. (5) The catalyst is C(OCC)(=O)C. The reactants are CSC.[CH2:4]([O:6][C:7](=[O:28])[CH2:8][N:9]([CH2:21][C:22]1[CH:27]=[CH:26][CH:25]=[CH:24][CH:23]=1)[C:10]1[CH:11]=[C:12]2[C:16](=[CH:17][CH:18]=1)[CH:15]([CH3:19])[CH2:14][C:13]2=[O:20])[CH3:5].O1CCCC1. The yield is 0.320. The product is [CH2:4]([O:6][C:7](=[O:28])[CH2:8][N:9]([CH2:21][C:22]1[CH:23]=[CH:24][CH:25]=[CH:26][CH:27]=1)[C:10]1[CH:11]=[C:12]2[C:16](=[CH:17][CH:18]=1)[CH:15]([CH3:19])[CH2:14][CH:13]2[OH:20])[CH3:5]. (6) The reactants are [CH3:1][O:2][C:3]([C:5]1[CH:10]=[C:9]([NH2:11])[N:8]=[C:7]([C:12]2[CH:17]=[C:16]([F:18])[C:15]([Cl:19])=[CH:14][C:13]=2[F:20])[N:6]=1)=[O:4].[Cl:21]N1C(=O)CCC1=O. The catalyst is C(#N)C. The product is [CH3:1][O:2][C:3]([C:5]1[C:10]([Cl:21])=[C:9]([NH2:11])[N:8]=[C:7]([C:12]2[CH:17]=[C:16]([F:18])[C:15]([Cl:19])=[CH:14][C:13]=2[F:20])[N:6]=1)=[O:4]. The yield is 0.500. (7) The catalyst is CN(C1C=CN=CC=1)C.CC(C)=O. The reactants are [CH3:1][O:2][C:3]1[CH:4]=[C:5]2[C:10](=[CH:11][CH:12]=1)[CH:9]=[C:8]([C@H:13]([CH3:17])[C:14]([OH:16])=[O:15])[CH:7]=[CH:6]2.[OH:18][CH2:19][C:20]([N+:25]([O-:27])=[O:26])([CH2:23]O)[CH2:21][OH:22].Cl.CN(C)CCCN=C=NCC.N(C(C)C)(C(C)C)CC. The yield is 0.390. The product is [CH3:1][O:2][C:3]1[CH:4]=[C:5]2[C:10](=[CH:11][CH:12]=1)[CH:9]=[C:8]([C@H:13]([CH3:17])[C:14]([O:16][CH2:23][C:20]([CH2:21][OH:22])([N+:25]([O-:27])=[O:26])[CH2:19][OH:18])=[O:15])[CH:7]=[CH:6]2. (8) The reactants are C(O[C:4]([C:6]1[C:15](=[O:16])[C:14]2[C:9](=[N:10][C:11]([C:17]3[CH:22]=[CH:21][C:20]([NH2:23])=[CH:19][CH:18]=3)=[CH:12][CH:13]=2)[N:8]([CH2:24][CH3:25])[C:7]=1SC)=[O:5])C.[CH3:28][N:29]1[CH2:34][CH2:33][N:32]([CH2:35][CH2:36][NH2:37])[CH2:31][CH2:30]1. No catalyst specified. The product is [CH3:28][N:29]1[CH2:34][CH2:33][N:32]([CH2:35][CH2:36][NH:37][C:4]([C:6]2[C:15](=[O:16])[C:14]3[C:9](=[N:10][C:11]([C:17]4[CH:18]=[CH:19][C:20]([NH2:23])=[CH:21][CH:22]=4)=[CH:12][CH:13]=3)[N:8]([CH2:24][CH3:25])[C:7]=2[NH:37][CH2:36][CH2:35][N:32]2[CH2:33][CH2:34][N:29]([CH3:28])[CH2:30][CH2:31]2)=[O:5])[CH2:31][CH2:30]1. The yield is 0.794. (9) The reactants are [CH3:1][C:2]1[CH:3]=[C:4](C#N)[C:5](=[O:9])[NH:6][C:7]=1[CH3:8].Cl.[OH-].[Na+]. The catalyst is O. The product is [CH3:1][C:2]1[CH:3]=[CH:4][C:5](=[O:9])[NH:6][C:7]=1[CH3:8]. The yield is 0.480. (10) The reactants are [C:1]1([NH2:12])[C:6](F)=[C:5](F)[C:4](F)=[C:3](N)C=1F.Cl.Cl.[OH-].[Na+].[N+:17]([C:20]1[CH:21]=[C:22]([CH:26]=[CH:27][CH:28]=1)[C:23](Cl)=[O:24])([O-:19])=[O:18].[C:29](#[N:31])[CH3:30]. The catalyst is O. The product is [N:12]12[CH2:3][CH2:4][CH:5]([CH2:6][CH2:1]1)[CH:29]([NH:31][C:23](=[O:24])[C:22]1[CH:26]=[CH:27][CH:28]=[C:20]([N+:17]([O-:19])=[O:18])[CH:21]=1)[CH2:30]2. The yield is 0.740.